Dataset: NCI-60 drug combinations with 297,098 pairs across 59 cell lines. Task: Regression. Given two drug SMILES strings and cell line genomic features, predict the synergy score measuring deviation from expected non-interaction effect. (1) Drug 1: C1=CN(C(=O)N=C1N)C2C(C(C(O2)CO)O)O.Cl. Drug 2: CN(C(=O)NC(C=O)C(C(C(CO)O)O)O)N=O. Cell line: NCI-H460. Synergy scores: CSS=59.4, Synergy_ZIP=2.61, Synergy_Bliss=2.38, Synergy_Loewe=-67.9, Synergy_HSA=1.56. (2) Drug 1: CC1=C(C=C(C=C1)NC2=NC=CC(=N2)N(C)C3=CC4=NN(C(=C4C=C3)C)C)S(=O)(=O)N.Cl. Drug 2: CC(C)CN1C=NC2=C1C3=CC=CC=C3N=C2N. Cell line: SR. Synergy scores: CSS=6.20, Synergy_ZIP=-1.96, Synergy_Bliss=-1.46, Synergy_Loewe=0.0415, Synergy_HSA=0.0844. (3) Drug 1: CCCCC(=O)OCC(=O)C1(CC(C2=C(C1)C(=C3C(=C2O)C(=O)C4=C(C3=O)C=CC=C4OC)O)OC5CC(C(C(O5)C)O)NC(=O)C(F)(F)F)O. Synergy scores: CSS=24.6, Synergy_ZIP=-0.686, Synergy_Bliss=-2.28, Synergy_Loewe=-21.2, Synergy_HSA=-1.76. Drug 2: C(CC(=O)O)C(=O)CN.Cl. Cell line: U251. (4) Drug 1: CC=C1C(=O)NC(C(=O)OC2CC(=O)NC(C(=O)NC(CSSCCC=C2)C(=O)N1)C(C)C)C(C)C. Drug 2: CC1=C(N=C(N=C1N)C(CC(=O)N)NCC(C(=O)N)N)C(=O)NC(C(C2=CN=CN2)OC3C(C(C(C(O3)CO)O)O)OC4C(C(C(C(O4)CO)O)OC(=O)N)O)C(=O)NC(C)C(C(C)C(=O)NC(C(C)O)C(=O)NCCC5=NC(=CS5)C6=NC(=CS6)C(=O)NCCC[S+](C)C)O. Cell line: RPMI-8226. Synergy scores: CSS=66.9, Synergy_ZIP=-1.31, Synergy_Bliss=-3.10, Synergy_Loewe=-12.2, Synergy_HSA=-0.982. (5) Drug 1: CCCCCOC(=O)NC1=NC(=O)N(C=C1F)C2C(C(C(O2)C)O)O. Drug 2: C1CCC(C(C1)N)N.C(=O)(C(=O)[O-])[O-].[Pt+4]. Cell line: BT-549. Synergy scores: CSS=9.38, Synergy_ZIP=-5.89, Synergy_Bliss=-5.09, Synergy_Loewe=-13.3, Synergy_HSA=-4.51. (6) Drug 1: CC1=C(N=C(N=C1N)C(CC(=O)N)NCC(C(=O)N)N)C(=O)NC(C(C2=CN=CN2)OC3C(C(C(C(O3)CO)O)O)OC4C(C(C(C(O4)CO)O)OC(=O)N)O)C(=O)NC(C)C(C(C)C(=O)NC(C(C)O)C(=O)NCCC5=NC(=CS5)C6=NC(=CS6)C(=O)NCCC[S+](C)C)O. Drug 2: CCC1(CC2CC(C3=C(CCN(C2)C1)C4=CC=CC=C4N3)(C5=C(C=C6C(=C5)C78CCN9C7C(C=CC9)(C(C(C8N6C)(C(=O)OC)O)OC(=O)C)CC)OC)C(=O)OC)O.OS(=O)(=O)O. Cell line: SN12C. Synergy scores: CSS=15.4, Synergy_ZIP=-8.97, Synergy_Bliss=-4.48, Synergy_Loewe=-4.28, Synergy_HSA=-3.28.